This data is from Forward reaction prediction with 1.9M reactions from USPTO patents (1976-2016). The task is: Predict the product of the given reaction. (1) Given the reactants [CH:1]([N:4]1[CH2:9][CH2:8][CH:7]([O:10][C:11]2[CH:19]=[CH:18][C:17]3[N:16]4[CH2:20][CH2:21][NH:22][C:23](=[O:24])[C:15]4=[CH:14][C:13]=3[CH:12]=2)[CH2:6][CH2:5]1)([CH3:3])[CH3:2].[H-].[Na+].[F:27][C:28]1[CH:35]=[CH:34][CH:33]=[CH:32][C:29]=1[CH2:30]Cl, predict the reaction product. The product is: [F:27][C:28]1[CH:35]=[CH:34][CH:33]=[CH:32][C:29]=1[CH2:30][N:22]1[CH2:21][CH2:20][N:16]2[C:17]3[CH:18]=[CH:19][C:11]([O:10][CH:7]4[CH2:8][CH2:9][N:4]([CH:1]([CH3:3])[CH3:2])[CH2:5][CH2:6]4)=[CH:12][C:13]=3[CH:14]=[C:15]2[C:23]1=[O:24]. (2) Given the reactants Br[C:2]1[C:10]2[CH:9]=[C:8]([C:11]([O:13][CH3:14])=[O:12])[S:7][C:6]=2[CH:5]=[CH:4][CH:3]=1.[S:15]1[CH:19]=[CH:18][CH:17]=[C:16]1B(O)O.[Cl-].[Li+].C(=O)([O-])[O-].[Na+].[Na+], predict the reaction product. The product is: [S:15]1[CH:19]=[CH:18][CH:17]=[C:16]1[C:2]1[C:10]2[CH:9]=[C:8]([C:11]([O:13][CH3:14])=[O:12])[S:7][C:6]=2[CH:5]=[CH:4][CH:3]=1.